This data is from Catalyst prediction with 721,799 reactions and 888 catalyst types from USPTO. The task is: Predict which catalyst facilitates the given reaction. (1) Reactant: [CH3:1][C@@H:2]([CH2:9][CH3:10])[CH2:3][C:4]1[O:5][CH:6]=[CH:7][CH:8]=1.[Li]CCCC.[CH3:16][Sn:17](Cl)([CH3:19])[CH3:18]. Product: [CH3:1][C@@H:2]([CH2:9][CH3:10])[CH2:3][C:4]1[O:5][C:6]([Sn:17]([CH3:19])([CH3:18])[CH3:16])=[CH:7][CH:8]=1. The catalyst class is: 1. (2) Reactant: [C:1]([O:5][C:6]([NH:8][C:9]1[CH:14]=[CH:13][C:12]([I:15])=[CH:11][CH:10]=1)=[O:7])([CH3:4])([CH3:3])[CH3:2].[H-].[Na+].[CH3:18]I. Product: [C:1]([O:5][C:6]([N:8]([CH3:18])[C:9]1[CH:14]=[CH:13][C:12]([I:15])=[CH:11][CH:10]=1)=[O:7])([CH3:4])([CH3:2])[CH3:3]. The catalyst class is: 9. (3) Reactant: [CH3:1][C:2]1[CH:3]=[CH:4][C:5]2[N:6]([C:8]([CH:17]([CH:19]3[CH2:24][CH2:23][NH:22][CH2:21][CH2:20]3)[CH3:18])=[C:9]([CH3:16])[C:10]=2[C:11]([O:13][CH2:14][CH3:15])=[O:12])[N:7]=1.[CH3:25][C:26]1([CH3:29])[CH2:28][O:27]1.C(N(C(C)C)C(C)C)C. Product: [OH:27][C:26]([CH3:29])([CH3:28])[CH2:25][N:22]1[CH2:23][CH2:24][CH:19]([CH:17]([C:8]2[N:6]3[N:7]=[C:2]([CH3:1])[CH:3]=[CH:4][C:5]3=[C:10]([C:11]([O:13][CH2:14][CH3:15])=[O:12])[C:9]=2[CH3:16])[CH3:18])[CH2:20][CH2:21]1. The catalyst class is: 5. (4) Reactant: [F:1][C:2]1[CH:7]=[C:6]([N:8]2[CH:12]=[CH:11][CH:10]=[N:9]2)[CH:5]=[CH:4][C:3]=1[N:13]1[CH:18]=[C:17]([O:19][CH3:20])[C:16](=[O:21])[C:15]([C:22]([O:24]C)=[O:23])=[N:14]1.[OH-].[Na+].Cl. Product: [F:1][C:2]1[CH:7]=[C:6]([N:8]2[CH:12]=[CH:11][CH:10]=[N:9]2)[CH:5]=[CH:4][C:3]=1[N:13]1[CH:18]=[C:17]([O:19][CH3:20])[C:16](=[O:21])[C:15]([C:22]([OH:24])=[O:23])=[N:14]1. The catalyst class is: 5. (5) Reactant: C([O:3][C:4](=[O:23])[C:5]([O:15][C:16]1[CH:21]=[CH:20][C:19]([CH3:22])=[CH:18][CH:17]=1)([CH3:14])[CH2:6][C:7]1[CH:12]=[CH:11][C:10]([OH:13])=[CH:9][CH:8]=1)C.[CH3:24][C:25]1[O:29][C:28]([C:30]2[CH:35]=[CH:34][C:33]([C:36]3[CH:41]=[CH:40][CH:39]=[CH:38][CH:37]=3)=[CH:32][CH:31]=2)=[N:27][C:26]=1[CH2:42][CH2:43]OS(C1C=CC(C)=CC=1)(=O)=O.C([O-])([O-])=O.[K+].[K+].[OH-].[Na+]. Product: [C:33]1([C:36]2[CH:37]=[CH:38][CH:39]=[CH:40][CH:41]=2)[CH:34]=[CH:35][C:30]([C:28]2[O:29][C:25]([CH3:24])=[C:26]([CH2:42][CH2:43][O:13][C:10]3[CH:9]=[CH:8][C:7]([CH2:6][C:5]([CH3:14])([O:15][C:16]4[CH:17]=[CH:18][C:19]([CH3:22])=[CH:20][CH:21]=4)[C:4]([OH:3])=[O:23])=[CH:12][CH:11]=3)[N:27]=2)=[CH:31][CH:32]=1. The catalyst class is: 8. (6) Reactant: N1C=CC=CC=1.C(O[C:11](=[O:13])[CH3:12])(=O)C.[NH2:14][CH:15]1[CH2:20][CH2:19][N:18]([C:21](=[O:30])[CH2:22][CH2:23][C:24]2[N:25]([CH3:29])[CH:26]=[CH:27][N:28]=2)[CH2:17][CH2:16]1. Product: [CH3:29][N:25]1[CH:26]=[CH:27][N:28]=[C:24]1[CH2:23][CH2:22][C:21]([N:18]1[CH2:17][CH2:16][CH:15]([NH:14][C:11](=[O:13])[CH3:12])[CH2:20][CH2:19]1)=[O:30]. The catalyst class is: 4.